Dataset: Reaction yield outcomes from USPTO patents with 853,638 reactions. Task: Predict the reaction yield, written as a fraction of the theoretical maximum amount of product (1.0 means a 100% yield; for example, 0.34 means a 34% yield). The reactants are C1C=CC(P(C2C=CC=CC=2)C2C=CC=CC=2)=CC=1.N1C=CN=C1.[I:25]I.[C:27]1([CH2:33][O:34][C:35](=[O:48])[C@@H:36]([NH:40][C:41]([O:43][C:44]([CH3:47])([CH3:46])[CH3:45])=[O:42])[CH2:37][CH2:38]O)[CH:32]=[CH:31][CH:30]=[CH:29][CH:28]=1. The catalyst is C(Cl)Cl. The product is [C:27]1([CH2:33][O:34][C:35](=[O:48])[C@@H:36]([NH:40][C:41]([O:43][C:44]([CH3:47])([CH3:46])[CH3:45])=[O:42])[CH2:37][CH2:38][I:25])[CH:32]=[CH:31][CH:30]=[CH:29][CH:28]=1. The yield is 0.580.